Dataset: Reaction yield outcomes from USPTO patents with 853,638 reactions. Task: Predict the reaction yield, written as a fraction of the theoretical maximum amount of product (1.0 means a 100% yield; for example, 0.34 means a 34% yield). (1) The yield is 0.640. The reactants are Cl.[CH:2]1([C:5]2[N:10]=[CH:9][C:8]([C:11]3[CH:12]=[C:13]4[C:18](=[CH:19][N:20]=3)[CH2:17][NH:16][CH2:15][CH2:14]4)=[CH:7][N:6]=2)[CH2:4][CH2:3]1.[CH3:21][C@@:22]1([CH2:29][S:30](Cl)(=[O:32])=[O:31])[C:26](=[O:27])[NH:25][C:24](=[O:28])[NH:23]1. The product is [CH:2]1([C:5]2[N:6]=[CH:7][C:8]([C:11]3[CH:12]=[C:13]4[C:18](=[CH:19][N:20]=3)[CH2:17][N:16]([S:30]([CH2:29][C@@:22]3([CH3:21])[NH:23][C:24](=[O:28])[NH:25][C:26]3=[O:27])(=[O:31])=[O:32])[CH2:15][CH2:14]4)=[CH:9][N:10]=2)[CH2:4][CH2:3]1. The catalyst is C(Cl)Cl.C1COCC1. (2) The reactants are [C:1]([O:5][C:6]([NH:8][CH2:9][C:10]1[C:11]([CH2:30][CH:31]([CH3:33])[CH3:32])=[N:12][C:13]2[C:18]([C:19]=1[C:20]1[CH:25]=[CH:24][C:23]([CH3:26])=[CH:22][CH:21]=1)=[CH:17][C:16](C(O)=O)=[CH:15][CH:14]=2)=[O:7])([CH3:4])([CH3:3])[CH3:2].C1(P(N=[N+]=[N-])(C2C=CC=CC=2)=[O:41])C=CC=CC=1.C([N:53]([CH2:56]C)CC)C.[CH:58]1[C:70]2[CH:69]([CH2:71][OH:72])[C:68]3[C:63](=[CH:64][CH:65]=[CH:66][CH:67]=3)[C:62]=2[CH:61]=[CH:60][CH:59]=1. The catalyst is O.CN(C)C=O. The product is [C:1]([O:5][C:6]([NH:8][CH2:9][C:10]1[C:11]([CH2:30][CH:31]([CH3:32])[CH3:33])=[N:12][C:13]2[C:18]([C:19]=1[C:20]1[CH:21]=[CH:22][C:23]([CH3:26])=[CH:24][CH:25]=1)=[CH:17][C:16]([NH:53][C:56](=[O:41])[O:72][CH2:71][CH:69]1[C:70]3[CH:58]=[CH:59][CH:60]=[CH:61][C:62]=3[C:63]3[C:68]1=[CH:67][CH:66]=[CH:65][CH:64]=3)=[CH:15][CH:14]=2)=[O:7])([CH3:3])([CH3:2])[CH3:4]. The yield is 0.450. (3) The reactants are [NH2:1][C:2]1[C:7]2=[CH:8][CH:9]=[C:10]([C:11]3[CH:16]=[CH:15][C:14]([N:17]4[CH2:22][CH2:21][N:20]([C:23]([O:25][C:26]([CH3:29])([CH3:28])[CH3:27])=[O:24])[CH2:19][CH2:18]4)=[CH:13][CH:12]=3)[N:6]2[N:5]=[CH:4][N:3]=1.[Br:30]N1C(C)(C)C(=O)N(Br)C1=O. The catalyst is O1CCCC1. The product is [NH2:1][C:2]1[C:7]2=[C:8]([Br:30])[CH:9]=[C:10]([C:11]3[CH:12]=[CH:13][C:14]([N:17]4[CH2:18][CH2:19][N:20]([C:23]([O:25][C:26]([CH3:29])([CH3:28])[CH3:27])=[O:24])[CH2:21][CH2:22]4)=[CH:15][CH:16]=3)[N:6]2[N:5]=[CH:4][N:3]=1. The yield is 0.230. (4) The reactants are [C:1]([N:9]=[C:10]=[S:11])(=[O:8])[C:2]1[CH:7]=[CH:6][CH:5]=[CH:4][CH:3]=1.[S:12]1([C:23]2[C:18](=[CH:19][CH:20]=[CH:21][CH:22]=2)[C:16](=[O:17])[NH:15]1)(=[O:14])=[O:13].O. The catalyst is ClCCl.CC(C)=O. The product is [NH2:9][C:10]([NH2:15])=[S:11].[C:1]([N:15]1[C:16](=[O:17])[C:18]2[C:23](=[CH:22][CH:21]=[CH:20][CH:19]=2)[S:12]1(=[O:13])=[O:14])(=[O:8])[C:2]1[CH:7]=[CH:6][CH:5]=[CH:4][CH:3]=1. The yield is 0.370. (5) The reactants are [CH3:1]/[C:2](=[CH:6]\[CH2:7][CH3:8])/[C:3](O)=[O:4].C(N(CC)CC)C.C(Cl)(=O)C(C)(C)C.[Cl-].[Li+].[C:25]1([C@H:31]2[C@@H:35]([C:36]3[CH:41]=[CH:40][CH:39]=[CH:38][CH:37]=3)[O:34][C:33](=[O:42])[NH:32]2)[CH:30]=[CH:29][CH:28]=[CH:27][CH:26]=1. The catalyst is C1COCC1. The product is [CH3:1]/[C:2](=[CH:6]\[CH2:7][CH3:8])/[C:3]([N:32]1[C@@H:31]([C:25]2[CH:26]=[CH:27][CH:28]=[CH:29][CH:30]=2)[C@@H:35]([C:36]2[CH:37]=[CH:38][CH:39]=[CH:40][CH:41]=2)[O:34][C:33]1=[O:42])=[O:4]. The yield is 0.830. (6) The reactants are [OH:1][CH2:2][CH:3]1[CH2:8][CH2:7][CH:6]([CH2:9][NH:10][C:11]2[C:16]([N+:17]([O-:19])=[O:18])=[CH:15][N:14]=[C:13]([NH:20][CH2:21][C:22]3[CH:23]=[C:24]([C:28]4[CH:33]=[CH:32][CH:31]=[CH:30][C:29]=4[CH2:34][N:35]4C(=O)C5C(=CC=CC=5)C4=O)[CH:25]=[CH:26][CH:27]=3)[N:12]=2)[CH2:5][CH2:4]1.O.NN.[CH3:49]CO.C(Cl)Cl. No catalyst specified. The product is [NH2:35][CH2:34][C:29]1[CH:30]=[CH:31][CH:32]=[CH:33][C:28]=1[C:24]1[CH:25]=[CH:26][CH:27]=[C:22]([CH2:21][NH:20][C:13]2[N:12]=[C:11]([NH:10][CH2:9][C@H:6]3[CH2:7][CH2:8][C@H:3]([CH2:2][OH:1])[CH2:4][CH2:5]3)[C:16]([N+:17]([O-:19])=[O:18])=[CH:15][N:14]=2)[C:23]=1[CH3:49]. The yield is 0.540.